Dataset: Catalyst prediction with 721,799 reactions and 888 catalyst types from USPTO. Task: Predict which catalyst facilitates the given reaction. (1) Reactant: [S:1]1[CH:5]=[CH:4][N:3]=[C:2]1[C:6]1[CH:15]=[CH:14][C:9]([C:10]([O:12]C)=[O:11])=[CH:8][CH:7]=1.[OH-].[Li+]. Product: [S:1]1[CH:5]=[CH:4][N:3]=[C:2]1[C:6]1[CH:7]=[CH:8][C:9]([C:10]([OH:12])=[O:11])=[CH:14][CH:15]=1. The catalyst class is: 193. (2) Reactant: C(OC(=O)[NH:7][C:8]1[CH:13]=[C:12]([CH3:14])[C:11]([C:15]([F:18])([F:17])[F:16])=[CH:10][C:9]=1[NH:19][C:20](=[O:37])[CH2:21][C:22]([C:24]1[CH:29]=[CH:28][CH:27]=[C:26]([C:30]2[CH:31]=[N:32][C:33]([CH3:36])=[CH:34][CH:35]=2)[CH:25]=1)=O)(C)(C)C.C(O)(C(F)(F)F)=O. Product: [CH3:14][C:12]1[C:11]([C:15]([F:16])([F:18])[F:17])=[CH:10][C:9]2[NH:19][C:20](=[O:37])[CH2:21][C:22]([C:24]3[CH:29]=[CH:28][CH:27]=[C:26]([C:30]4[CH:31]=[N:32][C:33]([CH3:36])=[CH:34][CH:35]=4)[CH:25]=3)=[N:7][C:8]=2[CH:13]=1. The catalyst class is: 2. (3) The catalyst class is: 66. Reactant: [C:1]([O:5][C:6]([N:8]1[CH2:13][C@@H:12]([C:14](=[O:37])[NH:15][CH2:16][C:17]2([CH2:31][CH2:32][CH2:33][CH2:34][O:35][CH3:36])[C:30]3[CH:29]=[CH:28][CH:27]=[CH:26][C:25]=3[O:24][C:23]3[C:18]2=[CH:19][CH:20]=[CH:21][CH:22]=3)[CH2:11][C@@H:10]([C:38](O)=[O:39])[CH2:9]1)=[O:7])([CH3:4])([CH3:3])[CH3:2].[CH2:41]([NH:45][CH2:46][CH3:47])[CH:42]([CH3:44])[CH3:43]. Product: [C:1]([O:5][C:6]([N:8]1[CH2:13][C@@H:12]([C:14](=[O:37])[NH:15][CH2:16][C:17]2([CH2:31][CH2:32][CH2:33][CH2:34][O:35][CH3:36])[C:18]3[CH:19]=[CH:20][CH:21]=[CH:22][C:23]=3[O:24][C:25]3[C:30]2=[CH:29][CH:28]=[CH:27][CH:26]=3)[CH2:11][C@@H:10]([C:38](=[O:39])[N:45]([CH2:46][CH3:47])[CH2:41][CH:42]([CH3:44])[CH3:43])[CH2:9]1)=[O:7])([CH3:2])([CH3:3])[CH3:4]. (4) Product: [Br:27][C:24]1[CH:23]=[CH:22][C:21]([O:20][CH:18]2[CH2:19][N:16]([CH2:29][C:30]3[O:34][N:33]=[C:32]([CH:35]([CH3:37])[CH3:36])[N:31]=3)[CH2:17]2)=[CH:26][N:25]=1. The catalyst class is: 31. Reactant: C(N(CC)CC)C.OS(C(F)(F)F)(=O)=O.[NH:16]1[CH2:19][CH:18]([O:20][C:21]2[CH:22]=[CH:23][C:24]([Br:27])=[N:25][CH:26]=2)[CH2:17]1.Cl[CH2:29][C:30]1[O:34][N:33]=[C:32]([CH:35]([CH3:37])[CH3:36])[N:31]=1. (5) The catalyst class is: 12. Reactant: C[Sn](C)(C)[C:3]1[CH:8]=[CH:7][C:6]([C:9]2[CH2:13][CH:12]([CH2:14][N:15]3[CH:19]=[CH:18][N:17]=[N:16]3)[O:11][N:10]=2)=[CH:5][CH:4]=1.[F:22][C:23]1[CH:24]=[C:25]([N:30]2[CH2:34][C@H:33]([CH2:35][NH:36][C:37](=[O:39])[CH3:38])[O:32][C:31]2=[O:40])[CH:26]=[CH:27][C:28]=1I.O1C=CC=C1P(C1OC=CC=1)C1OC=CC=1. Product: [F:22][C:23]1[CH:24]=[C:25]([N:30]2[CH2:34][C@H:33]([CH2:35][NH:36][C:37](=[O:39])[CH3:38])[O:32][C:31]2=[O:40])[CH:26]=[CH:27][C:28]=1[C:3]1[CH:8]=[CH:7][C:6]([C:9]2[CH2:13][CH:12]([CH2:14][N:15]3[CH:19]=[CH:18][N:17]=[N:16]3)[O:11][N:10]=2)=[CH:5][CH:4]=1. (6) Reactant: [Na].[CH3:2][O:3][C:4](=[O:34])[C@@H:5]([NH:9][C:10]([C:12]1[O:16][N:15]=[C:14]([C:17]2[CH:22]=[CH:21][C:20]([NH:23][C:24]3[S:25][C:26]4[CH:32]=[C:31]([F:33])[CH:30]=[CH:29][C:27]=4[N:28]=3)=[CH:19][CH:18]=2)[CH:13]=1)=S)[CH:6]([CH3:8])[CH3:7].IC.Cl.[NH2:38][OH:39].C([O-])(O)=O.[Na+]. Product: [CH3:2][O:3][C:4](=[O:34])[C@@H:5]([NH:9][C:10]([C:12]1[O:16][N:15]=[C:14]([C:17]2[CH:22]=[CH:21][C:20]([NH:23][C:24]3[S:25][C:26]4[CH:32]=[C:31]([F:33])[CH:30]=[CH:29][C:27]=4[N:28]=3)=[CH:19][CH:18]=2)[CH:13]=1)=[N:38][OH:39])[CH:6]([CH3:8])[CH3:7]. The catalyst class is: 5. (7) Reactant: [Li+].[OH-].C[O:4][C:5]([C@@H:7]1[CH2:11][C@@H:10]([O:12][C:13]2[C:22]3[C:17](=[CH:18][C:19]([O:23][CH3:24])=[CH:20][CH:21]=3)[N:16]=[C:15]([C:25]3[CH:30]=[CH:29][CH:28]=[CH:27][CH:26]=3)[CH:14]=2)[CH2:9][C@@H:8]1[NH:31][C:32]([O:34][C:35]([CH3:38])([CH3:37])[CH3:36])=[O:33])=[O:6].Cl.CCOC(C)=O. The catalyst class is: 87. Product: [C:35]([O:34][C:32]([NH:31][C@H:8]1[CH2:9][C@H:10]([O:12][C:13]2[C:22]3[C:17](=[CH:18][C:19]([O:23][CH3:24])=[CH:20][CH:21]=3)[N:16]=[C:15]([C:25]3[CH:26]=[CH:27][CH:28]=[CH:29][CH:30]=3)[CH:14]=2)[CH2:11][C@H:7]1[C:5]([OH:6])=[O:4])=[O:33])([CH3:38])([CH3:36])[CH3:37]. (8) Reactant: Cl.[Cl:2][C:3]1[CH:4]=[CH:5][C:6]([N:32]2[CH:36]=[N:35][N:34]=[N:33]2)=[C:7]([C:9]2[CH:17]=[C:16]3[N:12]([C@H:13]([C:18]4[NH:19][C:20]([C:23]5[CH:24]=[C:25]([C:28]([OH:30])=[O:29])[S:26][CH:27]=5)=[CH:21][N:22]=4)[CH2:14][CH2:15]3)[C:11](=[O:31])[CH:10]=2)[CH:8]=1.C(N(CC)C(C)C)(C)C.Cl[C:47]([O:49][CH2:50][CH:51]=[CH2:52])=[O:48]. Product: [Cl:2][C:3]1[CH:4]=[CH:5][C:6]([N:32]2[CH:36]=[N:35][N:34]=[N:33]2)=[C:7]([C:9]2[CH:17]=[C:16]3[N:12]([C@H:13]([C:18]4[N:19]([C:47]([O:49][CH2:50][CH:51]=[CH2:52])=[O:48])[C:20]([C:23]5[CH:24]=[C:25]([C:28]([OH:30])=[O:29])[S:26][CH:27]=5)=[CH:21][N:22]=4)[CH2:14][CH2:15]3)[C:11](=[O:31])[CH:10]=2)[CH:8]=1. The catalyst class is: 647. (9) Reactant: [CH:1]([C:3]1[C:4]([N+:13]([O-:15])=[O:14])=[C:5]([CH:10]=[CH:11][CH:12]=1)[C:6]([O:8][CH3:9])=[O:7])=O.[NH2:16][C:17]1([CH3:30])[CH2:22][CH2:21][N:20]([C:23]([O:25][C:26]([CH3:29])([CH3:28])[CH3:27])=[O:24])[CH2:19][CH2:18]1. Product: [CH3:9][O:8][C:6]([C:5]1[C:4]([N+:13]([O-:15])=[O:14])=[C:3]([CH:12]=[CH:11][CH:10]=1)[CH:1]=[N:16][C:17]1([CH3:30])[CH2:18][CH2:19][N:20]([C:23]([O:25][C:26]([CH3:29])([CH3:28])[CH3:27])=[O:24])[CH2:21][CH2:22]1)=[O:7]. The catalyst class is: 14. (10) Reactant: C(OC([N:8]1[CH2:12][CH2:11][C@@H:10]2[CH2:13][N:14]([C:16]([O:18][CH2:19][C:20]3[CH:25]=[CH:24][CH:23]=[CH:22][CH:21]=3)=[O:17])[CH2:15][C@H:9]12)=O)(C)(C)C.FC(F)(F)C(O)=O. Product: [CH2:19]([O:18][C:16]([N:14]1[CH2:13][C@@H:10]2[C@@H:9]([NH:8][CH2:12][CH2:11]2)[CH2:15]1)=[O:17])[C:20]1[CH:21]=[CH:22][CH:23]=[CH:24][CH:25]=1. The catalyst class is: 4.